Dataset: Reaction yield outcomes from USPTO patents with 853,638 reactions. Task: Predict the reaction yield, written as a fraction of the theoretical maximum amount of product (1.0 means a 100% yield; for example, 0.34 means a 34% yield). (1) The reactants are [N+:1]([C:4]1[CH:5]=[C:6]([OH:10])[CH:7]=[CH:8][CH:9]=1)([O-:3])=[O:2].[C:11]1(=O)[O:16][C:14](=[O:15])[C:13]2=[CH:17][CH:18]=[CH:19][CH:20]=[C:12]12. The catalyst is [Cl-].[Zn+2].[Cl-]. The product is [OH:10][C:6]1[CH:7]=[CH:8][C:9]([C:11]2([C:9]3[CH:8]=[CH:7][C:6]([OH:10])=[CH:5][C:4]=3[N+:1]([O-:3])=[O:2])[C:12]3[C:13](=[CH:17][CH:18]=[CH:19][CH:20]=3)[C:14](=[O:15])[O:16]2)=[C:4]([N+:1]([O-:3])=[O:2])[CH:5]=1. The yield is 0.810. (2) The reactants are C(OC([N:8]1[CH2:12][CH:11]([OH:13])[CH:10]([N:14]2[CH2:19][CH2:18][N:17]([C:20](=[O:28])[C:21]3[CH:26]=[CH:25][C:24]([Cl:27])=[CH:23][CH:22]=3)[CH2:16][CH2:15]2)[CH2:9]1)=O)(C)(C)C.Cl.O1CCOCC1. The catalyst is C(Cl)Cl.CCOCC. The product is [Cl:27][C:24]1[CH:25]=[CH:26][C:21]([C:20]([N:17]2[CH2:18][CH2:19][N:14]([CH:10]3[CH:11]([OH:13])[CH2:12][NH:8][CH2:9]3)[CH2:15][CH2:16]2)=[O:28])=[CH:22][CH:23]=1. The yield is 0.990. (3) The reactants are [CH2:1]([SH:5])[CH2:2][CH2:3][CH3:4].Cl[CH2:7][C:8]([C:10]1[CH:19]=[CH:18][C:13]2[NH:14][C:15](=[O:17])[NH:16][C:12]=2[CH:11]=1)=[O:9].C(=O)([O-])[O-].[K+].[K+]. The catalyst is C1COCC1. The product is [CH2:1]([S:5][CH2:7][C:8]([C:10]1[CH:19]=[CH:18][C:13]2[NH:14][C:15](=[O:17])[NH:16][C:12]=2[CH:11]=1)=[O:9])[CH2:2][CH2:3][CH3:4]. The yield is 0.760. (4) The reactants are [Li+].[OH-].[Br:3][C:4]1[CH:5]=[C:6]([NH:12][C:13]2[CH:22]=[C:21]([O:23][CH3:24])[CH:20]=[CH:19][C:14]=2[C:15]([O:17]C)=[O:16])[CH:7]=[CH:8][C:9]=1[O:10][CH3:11]. The catalyst is O1CCOCC1. The product is [Br:3][C:4]1[CH:5]=[C:6]([NH:12][C:13]2[CH:22]=[C:21]([O:23][CH3:24])[CH:20]=[CH:19][C:14]=2[C:15]([OH:17])=[O:16])[CH:7]=[CH:8][C:9]=1[O:10][CH3:11]. The yield is 0.900. (5) The yield is 0.700. The catalyst is C(Cl)Cl. The product is [C:29]([C:28]1[O:33][C:24]([C:23]2[CH:22]=[N:21][N:18]3[CH:19]=[CH:20][C:15]([N:10]4[CH2:11][C@@H:12]([F:14])[CH2:13][C@@H:9]4[C:3]4[CH:4]=[C:5]([F:8])[CH:6]=[CH:7][C:2]=4[F:1])=[N:16][C:17]=23)=[N:26][N:27]=1)([CH3:31])([CH3:30])[CH3:32]. The reactants are [F:1][C:2]1[CH:7]=[CH:6][C:5]([F:8])=[CH:4][C:3]=1[C@H:9]1[CH2:13][C@H:12]([F:14])[CH2:11][N:10]1[C:15]1[CH:20]=[CH:19][N:18]2[N:21]=[CH:22][C:23]([C:24]([NH:26][NH:27][C:28](=[O:33])[C:29]([CH3:32])([CH3:31])[CH3:30])=O)=[C:17]2[N:16]=1.N1C=CC=CC=1.S(OS(C(F)(F)F)(=O)=O)(C(F)(F)F)(=O)=O.